This data is from Full USPTO retrosynthesis dataset with 1.9M reactions from patents (1976-2016). The task is: Predict the reactants needed to synthesize the given product. (1) Given the product [C:11]([C:3]1[C:4]2[CH2:9][CH2:8][O:7][CH2:6][C:5]=2[S:10][C:2]=1[NH:1][C:26](=[O:27])[CH:25]([C:19]1[CH:24]=[CH:23][CH:22]=[CH:21][CH:20]=1)[CH2:29][CH3:30])#[N:12], predict the reactants needed to synthesize it. The reactants are: [NH2:1][C:2]1[S:10][C:5]2[CH2:6][O:7][CH2:8][CH2:9][C:4]=2[C:3]=1[C:11]#[N:12].C(=O)([O-])[O-].[K+].[K+].[C:19]1([CH:25]([CH2:29][CH3:30])[C:26](Cl)=[O:27])[CH:24]=[CH:23][CH:22]=[CH:21][CH:20]=1. (2) Given the product [Cl:22][C:14]1[C:15]([F:21])=[CH:16][CH:17]=[C:18]([O:19][CH3:20])[C:13]=1[C@H:11]([C:10]1[C:4]2[C:5](=[N:6][CH:7]=[C:2]([C:28]3[C:24]([CH3:23])=[N:25][NH:26][CH:27]=3)[CH:3]=2)[NH:8][CH:9]=1)[CH3:12], predict the reactants needed to synthesize it. The reactants are: Br[C:2]1[CH:3]=[C:4]2[C:10]([C@@H:11]([C:13]3[C:18]([O:19][CH3:20])=[CH:17][CH:16]=[C:15]([F:21])[C:14]=3[Cl:22])[CH3:12])=[CH:9][NH:8][C:5]2=[N:6][CH:7]=1.[CH3:23][C:24]1[C:28](B2OC(C)(C)C(C)(C)O2)=[CH:27][NH:26][N:25]=1.C(=O)([O-])[O-].[K+].[K+].O1CCOCC1.O. (3) Given the product [CH3:4][O:5]/[N:6]=[C:7](/[C:9]1[CH:10]=[CH:11][CH:12]=[C:13]([CH2:15][CH2:16][CH2:17][O:18][NH2:19])[N:14]=1)\[CH3:8], predict the reactants needed to synthesize it. The reactants are: O.NN.[CH3:4][O:5]/[N:6]=[C:7](/[C:9]1[N:14]=[C:13]([CH2:15][CH2:16][CH2:17][O:18][N:19]2C(=O)C3C(=CC=CC=3)C2=O)[CH:12]=[CH:11][CH:10]=1)\[CH3:8].[OH-].[Na+]. (4) Given the product [NH2:8][C:9]1[C:10]([C:15]([NH:7][C:2]2[CH:3]=[CH:4][CH:5]=[CH:6][N:1]=2)=[O:16])=[N:11][CH:12]=[CH:13][N:14]=1, predict the reactants needed to synthesize it. The reactants are: [N:1]1[CH:6]=[CH:5][CH:4]=[CH:3][C:2]=1[NH2:7].[NH2:8][C:9]1[C:10]([C:15](O)=[O:16])=[N:11][CH:12]=[CH:13][N:14]=1. (5) Given the product [F:33][C:12]([F:11])([F:32])[C:13]([C:19]1[CH:20]=[CH:21][C:22]([CH2:25][N:26]2[CH2:31][CH2:30][N:29]([C:6]([C:5]3[CH:4]=[CH:3][C:2]([OH:1])=[CH:10][CH:9]=3)=[O:8])[CH2:28][CH2:27]2)=[CH:23][CH:24]=1)([OH:18])[C:14]([F:17])([F:16])[F:15], predict the reactants needed to synthesize it. The reactants are: [OH:1][C:2]1[CH:10]=[CH:9][C:5]([C:6]([OH:8])=O)=[CH:4][CH:3]=1.[F:11][C:12]([F:33])([F:32])[C:13]([C:19]1[CH:24]=[CH:23][C:22]([CH2:25][N:26]2[CH2:31][CH2:30][NH:29][CH2:28][CH2:27]2)=[CH:21][CH:20]=1)([OH:18])[C:14]([F:17])([F:16])[F:15].C(N(CC)CC)C.CCCP1(OP(CCC)(=O)OP(CCC)(=O)O1)=O. (6) Given the product [CH3:1][O:2][C:3]1[CH:8]=[CH:7][C:6]([S:9][CH2:12][CH2:11][C:10]([O:14][CH3:15])=[O:13])=[CH:5][CH:4]=1, predict the reactants needed to synthesize it. The reactants are: [CH3:1][O:2][C:3]1[CH:8]=[CH:7][C:6]([SH:9])=[CH:5][CH:4]=1.[C:10]([O:14][CH3:15])(=[O:13])[CH:11]=[CH2:12].C(=O)([O-])[O-].[K+].[K+]. (7) Given the product [Si:20]([O:1][C:2]1[CH:10]=[CH:9][CH:8]=[C:7]2[C:3]=1[CH:4]=[CH:5][NH:6]2)([C:16]([CH3:19])([CH3:18])[CH3:17])([CH3:22])[CH3:21], predict the reactants needed to synthesize it. The reactants are: [OH:1][C:2]1[CH:10]=[CH:9][CH:8]=[C:7]2[C:3]=1[CH:4]=[CH:5][NH:6]2.N1C=CN=C1.[C:16]([Si:20](Cl)([CH3:22])[CH3:21])([CH3:19])([CH3:18])[CH3:17].